Dataset: Full USPTO retrosynthesis dataset with 1.9M reactions from patents (1976-2016). Task: Predict the reactants needed to synthesize the given product. (1) Given the product [OH:8][CH2:9][C:10]([CH3:15])([CH3:16])[C:11](=[O:13])[CH2:20][C:21]#[N:22], predict the reactants needed to synthesize it. The reactants are: [Si]([O:8][CH2:9][C:10]([CH3:16])([CH3:15])[C:11]([O:13]C)=O)(C(C)(C)C)(C)C.CC(C)C(=O)[CH2:20][C:21]#[N:22]. (2) Given the product [CH3:17][C:8]12[CH2:7][C:6]3([NH2:5])[CH2:13][CH:12]([CH2:11][C:10]([CH3:16])([CH2:15]3)[CH2:9]1)[CH2:14]2.[ClH:1], predict the reactants needed to synthesize it. The reactants are: [Cl:1]CC([NH:5][C:6]12[CH2:15][C:10]3([CH3:16])[CH2:11][CH:12]([CH2:14][C:8]([CH3:17])([CH2:9]3)[CH2:7]1)[CH2:13]2)=O.NC(N)=S.C(O)(=O)C. (3) Given the product [CH3:1][N:2]([CH:10]1[CH2:15][CH2:14][CH:13]([N:21]2[CH2:22][CH2:23][N:18]([CH3:17])[CH2:19][CH2:20]2)[CH2:12][CH2:11]1)[C:3](=[O:9])[O:4][C:5]([CH3:8])([CH3:7])[CH3:6], predict the reactants needed to synthesize it. The reactants are: [CH3:1][N:2]([CH:10]1[CH2:15][CH2:14][C:13](=O)[CH2:12][CH2:11]1)[C:3](=[O:9])[O:4][C:5]([CH3:8])([CH3:7])[CH3:6].[CH3:17][N:18]1[CH2:23][CH2:22][NH:21][CH2:20][CH2:19]1.C(O)(=O)C.C(O[BH-](OC(=O)C)OC(=O)C)(=O)C.[Na+]. (4) The reactants are: Cl.[C:2](=[NH:8])([O:5][CH2:6]C)[CH2:3][CH3:4].C(N(CC)CC)C.[C:16](Cl)(=[O:23])[C:17]1[CH:22]=[CH:21][CH:20]=[CH:19][CH:18]=1. Given the product [CH3:6][O:5][C:2](=[N:8][C:16](=[O:23])[C:17]1[CH:22]=[CH:21][CH:20]=[CH:19][CH:18]=1)[CH2:3][CH3:4], predict the reactants needed to synthesize it.